This data is from Catalyst prediction with 721,799 reactions and 888 catalyst types from USPTO. The task is: Predict which catalyst facilitates the given reaction. (1) Reactant: [CH2:1]1[C:3]2([CH2:7][CH:6](CS([O-])(=O)=O)[CH2:5][O:4]2)[CH2:2]1.[OH:13][C:14]1[CH:23]=[C:22]2[C:17]([C:18]([O:24][C:25]3[CH:26]=[CH:27][C:28]([N:31]([C:40]4[CH:45]=[CH:44][CH:43]=[CH:42][CH:41]=4)[C:32]([C:34]4([C:37]([NH2:39])=[O:38])[CH2:36][CH2:35]4)=[O:33])=[N:29][CH:30]=3)=[CH:19][CH:20]=[N:21]2)=[CH:16][CH:15]=1.C(=O)([O-])[O-].[Cs+].[Cs+]. Product: [CH2:2]1[C:3]2([CH2:7][CH:6]([O:13][C:14]3[CH:23]=[C:22]4[C:17]([C:18]([O:24][C:25]5[CH:26]=[CH:27][C:28]([N:31]([C:40]6[CH:41]=[CH:42][CH:43]=[CH:44][CH:45]=6)[C:32]([C:34]6([C:37]([NH2:39])=[O:38])[CH2:36][CH2:35]6)=[O:33])=[N:29][CH:30]=5)=[CH:19][CH:20]=[N:21]4)=[CH:16][CH:15]=3)[CH2:5][O:4]2)[CH2:1]1. The catalyst class is: 80. (2) Reactant: B(F)(F)F.CCOCC.[C:10]([CH2:12][C:13]1([N:33]2[CH:37]=[C:36]([C:38]3[C:39]4[CH:46]=[CH:45][N:44](COCC[Si](C)(C)C)[C:40]=4[N:41]=[CH:42][N:43]=3)[CH:35]=[N:34]2)[CH2:16][N:15]([C:17]2[N:18]=[CH:19][C:20]([C:23]([NH:25][C:26]3([C:29]([F:32])([F:31])[F:30])[CH2:28][CH2:27]3)=[O:24])=[N:21][CH:22]=2)[CH2:14]1)#[N:11].[OH-].[NH4+].C([O-])(O)=O.[Na+]. Product: [C:10]([CH2:12][C:13]1([N:33]2[CH:37]=[C:36]([C:38]3[C:39]4[CH:46]=[CH:45][NH:44][C:40]=4[N:41]=[CH:42][N:43]=3)[CH:35]=[N:34]2)[CH2:16][N:15]([C:17]2[N:18]=[CH:19][C:20]([C:23]([NH:25][C:26]3([C:29]([F:31])([F:30])[F:32])[CH2:27][CH2:28]3)=[O:24])=[N:21][CH:22]=2)[CH2:14]1)#[N:11]. The catalyst class is: 47. (3) Reactant: [Br:1][C:2]1[CH:7]=[CH:6][C:5](/[C:8](/[C:12]2[CH:17]=[CH:16][CH:15]=[CH:14][CH:13]=2)=[CH:9]/[CH2:10][OH:11])=[CH:4][CH:3]=1.O[C:19]1[CH:30]=[CH:29][C:22]([O:23][CH2:24][C:25]([O:27][CH3:28])=[O:26])=[C:21]([CH3:31])[CH:20]=1.C1(P(C2C=CC=CC=2)C2C=CC=CC=2)C=CC=CC=1.N(C(OC(C)C)=O)=NC(OC(C)C)=O. Product: [Br:1][C:2]1[CH:3]=[CH:4][C:5](/[C:8](/[C:12]2[CH:13]=[CH:14][CH:15]=[CH:16][CH:17]=2)=[CH:9]/[CH2:10][O:11][C:19]2[CH:30]=[CH:29][C:22]([O:23][CH2:24][C:25]([O:27][CH3:28])=[O:26])=[C:21]([CH3:31])[CH:20]=2)=[CH:6][CH:7]=1. The catalyst class is: 359. (4) Reactant: C(O[C:6](=[O:32])[NH:7][C:8]1([C:13](=[O:31])[NH:14][C:15]2[CH:20]=[CH:19][C:18]([C:21]3[CH:26]=[CH:25][CH:24]=[CH:23][C:22]=3[S:27]([CH3:30])(=[O:29])=[O:28])=[CH:17][CH:16]=2)[CH2:12][CH2:11][CH2:10][CH2:9]1)(C)(C)C.C(O)(C(F)(F)F)=O.C(N(CC)CC)C.[Cl:47][C:48]1[CH:53]=[CH:52][C:51]([N:54]=C=O)=[CH:50][CH:49]=1. Product: [CH3:30][S:27]([C:22]1[CH:23]=[CH:24][CH:25]=[CH:26][C:21]=1[C:18]1[CH:17]=[CH:16][C:15]([NH:14][C:13]([C:8]2([NH:7][C:6]([NH:54][C:51]3[CH:52]=[CH:53][C:48]([Cl:47])=[CH:49][CH:50]=3)=[O:32])[CH2:9][CH2:10][CH2:11][CH2:12]2)=[O:31])=[CH:20][CH:19]=1)(=[O:28])=[O:29]. The catalyst class is: 2. (5) Reactant: [CH3:1][S-:2].[Na+].[NH2:4][C:5]1[C:6]2[C:13]([C:14]3[CH:19]=[CH:18][CH:17]=[C:16]([O:20][CH2:21][CH:22]4[CH2:27][CH2:26][CH2:25][CH2:24][O:23]4)[CH:15]=3)=[CH:12][N:11]([C@@H:28]3[CH2:31][C@H:30]([CH2:32]OS(C4C=CC(C)=CC=4)(=O)=O)[CH2:29]3)[C:7]=2[N:8]=[CH:9][N:10]=1.C1COCC1. Product: [CH3:1][S:2][CH2:32][C@@H:30]1[CH2:29][C@H:28]([N:11]2[C:7]3[N:8]=[CH:9][N:10]=[C:5]([NH2:4])[C:6]=3[C:13]([C:14]3[CH:19]=[CH:18][CH:17]=[C:16]([O:20][CH2:21][CH:22]4[CH2:27][CH2:26][CH2:25][CH2:24][O:23]4)[CH:15]=3)=[CH:12]2)[CH2:31]1. The catalyst class is: 6. (6) Reactant: [F:1][C:2]1[CH:7]=[C:6]([I:8])[CH:5]=[CH:4][C:3]=1[NH:9][C:10]1[N:11]([CH3:42])[C:12](=[O:41])[C:13]([CH3:40])=[C:14]2[C:19]=1[C:18](=[O:20])[N:17]([CH2:21][C:22]1[CH:27]=[CH:26][C:25]([O:28][CH3:29])=[CH:24][CH:23]=1)[C:16](=[O:30])[N:15]2[C:31]1[CH:32]=[C:33]([CH:37]=[CH:38][CH:39]=1)[C:34]([OH:36])=O.C(Cl)CCl.C1C=CC2N(O)N=NC=2C=1.[N:57]1([C:63]([O:65][C:66]([CH3:69])([CH3:68])[CH3:67])=[O:64])[CH2:62][CH2:61][NH:60][CH2:59][CH2:58]1.CCN(C(C)C)C(C)C. Product: [F:1][C:2]1[CH:7]=[C:6]([I:8])[CH:5]=[CH:4][C:3]=1[NH:9][C:10]1[N:11]([CH3:42])[C:12](=[O:41])[C:13]([CH3:40])=[C:14]2[C:19]=1[C:18](=[O:20])[N:17]([CH2:21][C:22]1[CH:23]=[CH:24][C:25]([O:28][CH3:29])=[CH:26][CH:27]=1)[C:16](=[O:30])[N:15]2[C:31]1[CH:32]=[C:33]([CH:37]=[CH:38][CH:39]=1)[C:34]([N:60]1[CH2:59][CH2:58][N:57]([C:63]([O:65][C:66]([CH3:69])([CH3:68])[CH3:67])=[O:64])[CH2:62][CH2:61]1)=[O:36]. The catalyst class is: 1.